This data is from Catalyst prediction with 721,799 reactions and 888 catalyst types from USPTO. The task is: Predict which catalyst facilitates the given reaction. Reactant: C1(P(C2C=CC=CC=2)C2C=CC=CC=2)C=CC=CC=1.[F:20][C:21]1[CH:26]=[C:25]([F:27])[CH:24]=[CH:23][C:22]=1[NH:28][C:29](=[O:35])[C:30]([O:32][CH2:33][CH3:34])=O.[C:36]([O:44][CH3:45])(=[O:43])[C:37]#[C:38][C:39]([O:41][CH3:42])=[O:40]. Product: [F:20][C:21]1[CH:26]=[C:25]([F:27])[CH:24]=[CH:23][C:22]=1[N:28]1[C:29](=[O:35])[C:30]([O:32][CH2:33][CH3:34])=[C:38]([C:39]([O:41][CH3:42])=[O:40])[CH:37]1[C:36]([O:44][CH3:45])=[O:43]. The catalyst class is: 344.